From a dataset of Forward reaction prediction with 1.9M reactions from USPTO patents (1976-2016). Predict the product of the given reaction. Given the reactants [C:1]([O:4][CH2:5][C@@H:6]1[CH2:9][CH2:8][C@@H:7]1[CH2:10][OH:11])(=[O:3])[CH3:2].[Cl-].[Na+].O.C(O)(=O)C.C(O)(=O)C.IC1C=CC=CC=1.CCN(C(C)C)C(C)C, predict the reaction product. The product is: [C:1]([O:4][CH2:5][C@@H:6]1[CH2:9][CH2:8][C@H:7]1[CH:10]=[O:11])(=[O:3])[CH3:2].